Task: Predict the reaction yield, written as a fraction of the theoretical maximum amount of product (1.0 means a 100% yield; for example, 0.34 means a 34% yield).. Dataset: Reaction yield outcomes from USPTO patents with 853,638 reactions (1) The reactants are Br[C:2]1[CH:14]=[CH:13][C:5]2[NH:6][C:7](=[O:12])[O:8][C:9]([CH3:11])([CH3:10])[C:4]=2[CH:3]=1.[C:15]([O:19][C:20]([N:22]1[CH:26]=[CH:25][CH:24]=[C:23]1B(O)O)=[O:21])([CH3:18])([CH3:17])[CH3:16].C(=O)([O-])[O-].[K+].[K+].C(=O)(O)[O-].[Na+]. The catalyst is C1(C)C=CC=CC=1.C(O)C.O.C1C=CC([P]([Pd]([P](C2C=CC=CC=2)(C2C=CC=CC=2)C2C=CC=CC=2)([P](C2C=CC=CC=2)(C2C=CC=CC=2)C2C=CC=CC=2)[P](C2C=CC=CC=2)(C2C=CC=CC=2)C2C=CC=CC=2)(C2C=CC=CC=2)C2C=CC=CC=2)=CC=1. The product is [C:15]([O:19][C:20]([N:22]1[CH:26]=[CH:25][CH:24]=[C:23]1[C:2]1[CH:14]=[CH:13][C:5]2[NH:6][C:7](=[O:12])[O:8][C:9]([CH3:11])([CH3:10])[C:4]=2[CH:3]=1)=[O:21])([CH3:18])([CH3:16])[CH3:17]. The yield is 0.620. (2) The catalyst is CN(C=O)C. The product is [Cl:1][C:2]1[C:3]2[N:4]([CH:12]=[C:13]([C:15]3[N:16]=[C:22]([C:21]4[CH:25]=[C:26]([Cl:30])[C:27]([O:29][CH3:31])=[CH:28][C:20]=4[Cl:19])[O:18][N:17]=3)[N:14]=2)[CH:5]=[C:6]([C:8]([F:9])([F:10])[F:11])[CH:7]=1. The reactants are [Cl:1][C:2]1[C:3]2[N:4]([CH:12]=[C:13]([C:15](=[N:17][OH:18])[NH2:16])[N:14]=2)[CH:5]=[C:6]([C:8]([F:11])([F:10])[F:9])[CH:7]=1.[Cl:19][C:20]1[CH:28]=[C:27]([OH:29])[C:26]([Cl:30])=[CH:25][C:21]=1[C:22](O)=O.[CH3:31]CN=C=NCCCN(C)C.Cl.C1C=CC2N(O)N=NC=2C=1. The yield is 0.450. (3) The reactants are [Cl:1][C:2]1[CH:17]=[CH:16][CH:15]=[CH:14][C:3]=1[CH2:4][C:5]1([CH3:13])[N:9]([CH3:10])[C:8](=[O:11])[NH:7][C:6]1=[O:12].C([O-])([O-])=O.[K+].[K+].Br[CH2:25][C:26]([C:28]1[CH:33]=[CH:32][CH:31]=[CH:30][CH:29]=1)=[O:27]. The catalyst is CN(C=O)C. The product is [Cl:1][C:2]1[CH:17]=[CH:16][CH:15]=[CH:14][C:3]=1[CH2:4][C:5]1([CH3:13])[N:9]([CH3:10])[C:8](=[O:11])[N:7]([CH2:25][C:26](=[O:27])[C:28]2[CH:33]=[CH:32][CH:31]=[CH:30][CH:29]=2)[C:6]1=[O:12]. The yield is 0.610. (4) The reactants are Br.[NH2:2][C:3]1[C:8]([CH2:9]Br)=[CH:7][C:6]([Br:11])=[CH:5][N:4]=1.[CH3:12][NH2:13]. The catalyst is C1COCC1. The product is [NH2:2][C:3]1[C:8]([CH2:9][NH:13][CH3:12])=[CH:7][C:6]([Br:11])=[CH:5][N:4]=1. The yield is 0.800. (5) The reactants are [CH2:1]([C:3]1[NH:4][C:5](=[O:27])[C:6]([CH2:12][C:13]2[CH:18]=[CH:17][C:16]([C:19]3[C:20]([C:25]#[N:26])=[CH:21][CH:22]=[CH:23][CH:24]=3)=[CH:15][CH:14]=2)=[C:7]([CH2:9][CH2:10][CH3:11])[N:8]=1)[CH3:2].[C:28]([C:31]1[CH:36]=[CH:35][C:34](B(O)O)=[CH:33][CH:32]=1)(=[O:30])[CH3:29].C(N(CC)CC)C.N1C=CC=CC=1. The catalyst is ClCCl.C(OCC)(=O)C.C([O-])(=O)C.[Cu+2].C([O-])(=O)C. The product is [C:28]([C:31]1[CH:36]=[CH:35][C:34]([N:4]2[C:5](=[O:27])[C:6]([CH2:12][C:13]3[CH:18]=[CH:17][C:16]([C:19]4[C:20]([C:25]#[N:26])=[CH:21][CH:22]=[CH:23][CH:24]=4)=[CH:15][CH:14]=3)=[C:7]([CH2:9][CH2:10][CH3:11])[N:8]=[C:3]2[CH2:1][CH3:2])=[CH:33][CH:32]=1)(=[O:30])[CH3:29]. The yield is 0.510.